This data is from Catalyst prediction with 721,799 reactions and 888 catalyst types from USPTO. The task is: Predict which catalyst facilitates the given reaction. Reactant: [CH3:1][O:2][C:3]1[CH:4]=[CH:5][C:6]2[N:10]([CH3:11])[C:9](=[O:12])[N:8]([CH2:13][C@H:14]3[CH2:19][CH2:18][C@H:17]([C:20]([NH:22][NH:23][C:24]([C:26]4[C:27]([C:32]([F:35])([F:34])[F:33])=[N:28][N:29]([CH3:31])[CH:30]=4)=[O:25])=O)[CH2:16][CH2:15]3)[C:7]=2[CH:36]=1.S(Cl)(C1C=CC(C)=CC=1)(=O)=O. Product: [CH3:1][O:2][C:3]1[CH:4]=[CH:5][C:6]2[N:10]([CH3:11])[C:9](=[O:12])[N:8]([CH2:13][C@H:14]3[CH2:19][CH2:18][C@H:17]([C:20]4[O:25][C:24]([C:26]5[C:27]([C:32]([F:35])([F:34])[F:33])=[N:28][N:29]([CH3:31])[CH:30]=5)=[N:23][N:22]=4)[CH2:16][CH2:15]3)[C:7]=2[CH:36]=1. The catalyst class is: 79.